From a dataset of Reaction yield outcomes from USPTO patents with 853,638 reactions. Predict the reaction yield, written as a fraction of the theoretical maximum amount of product (1.0 means a 100% yield; for example, 0.34 means a 34% yield). (1) The reactants are [C:1]([O:4][CH2:5][CH2:6][O:7][C:8]1[CH:13]=[CH:12][C:11]([C:14]2[CH:19]=[CH:18][CH:17]=[C:16]([CH2:20][CH2:21][C:22]3[N:23]=[C:24]([NH2:30])[N:25]([CH3:29])[C:26](=[O:28])[CH:27]=3)[CH:15]=2)=[CH:10][CH:9]=1)(=O)C.COCCBr. No catalyst specified. The product is [NH2:30][C:24]1[N:25]([CH3:29])[C:26](=[O:28])[CH:27]=[C:22]([CH2:21][CH2:20][C:16]2[CH:15]=[C:14]([C:11]3[CH:10]=[CH:9][C:8]([O:7][CH2:6][CH2:5][O:4][CH3:1])=[CH:13][CH:12]=3)[CH:19]=[CH:18][CH:17]=2)[N:23]=1. The yield is 0.170. (2) The reactants are [CH2:1]([CH:3]1[CH2:7][C:6](=O)[CH2:5][CH:4]1[C:9]([O:11][CH2:12][CH3:13])=[O:10])[CH3:2].CC(O)=O.[CH2:18]([NH:25][CH2:26][C:27]1[CH:32]=[CH:31][CH:30]=[CH:29][CH:28]=1)[C:19]1[CH:24]=[CH:23][CH:22]=[CH:21][CH:20]=1.[BH-](OC(C)=O)(OC(C)=O)OC(C)=O.[Na+].C([O-])(O)=O.[Na+]. The catalyst is ClCCCl. The product is [CH2:26]([N:25]([CH2:18][C:19]1[CH:24]=[CH:23][CH:22]=[CH:21][CH:20]=1)[CH:6]1[CH2:5][CH:4]([C:9]([O:11][CH2:12][CH3:13])=[O:10])[CH:3]([CH2:1][CH3:2])[CH2:7]1)[C:27]1[CH:32]=[CH:31][CH:30]=[CH:29][CH:28]=1. The yield is 0.720. (3) The reactants are O[C@H]([C@H](O)CO)CN(C[C@H](O)[C@H](O)CO)CCO[C:8]1[CH:13]=[CH:12][C:11]([CH2:14][CH2:15][CH2:16][CH2:17][NH2:18])=[CH:10][CH:9]=1.[CH2:30]([OH:32])[CH3:31].C(N(CC)CC)C.I.NC1C([C:50](NC(=N)SC)=[O:51])=NC(Cl)=C(N)N=1.C([O:61]C)(C)(C)C. No catalyst specified. The product is [OH:32][C@H:30]([CH2:50][OH:51])[CH2:31][O:61][C:10]1[CH:9]=[CH:8][CH:13]=[CH:12][C:11]=1[CH2:14][CH2:15][CH2:16][CH2:17][NH2:18]. The yield is 0.490. (4) The reactants are C[Al](C)C.[CH3:5][N:6]1[CH2:12][CH2:11][CH2:10][N:9]([C:13]2[N:18]=[CH:17][C:16]([C:19]([O:21]C)=O)=[CH:15][N:14]=2)[CH2:8][CH2:7]1.[CH3:23][O:24][C:25]1[CH:26]=[C:27]([CH2:33][CH2:34][C:35]2[CH:36]=[C:37]([NH2:40])[NH:38][N:39]=2)[CH:28]=[C:29]([O:31][CH3:32])[CH:30]=1. The yield is 0.270. The product is [CH3:32][O:31][C:29]1[CH:28]=[C:27]([CH2:33][CH2:34][C:35]2[CH:36]=[C:37]([NH:40][C:19]([C:16]3[CH:17]=[N:18][C:13]([N:9]4[CH2:10][CH2:11][CH2:12][N:6]([CH3:5])[CH2:7][CH2:8]4)=[N:14][CH:15]=3)=[O:21])[NH:38][N:39]=2)[CH:26]=[C:25]([O:24][CH3:23])[CH:30]=1. The catalyst is C1(C)C=CC=CC=1. (5) The reactants are Br[C:2]1[N:7]2[CH:8]=[C:9]([CH3:11])[N:10]=[C:6]2[CH:5]=[CH:4][CH:3]=1.O.O.O.C([O-])(=O)C.[Na+].[C:20]([O:24][CH2:25][CH3:26])(=[O:23])[CH:21]=[CH2:22].O. The catalyst is CN(C)C(=O)C. The product is [CH3:11][C:9]1[N:10]=[C:6]2[CH:5]=[CH:4][CH:3]=[C:2](/[CH:22]=[CH:21]/[C:20]([O:24][CH2:25][CH3:26])=[O:23])[N:7]2[CH:8]=1. The yield is 0.550. (6) The reactants are C1(O)C=CC=CC=1.[CH2:8]([C:15]1[O:16][C:17]2[CH:30]=[CH:29][CH:28]=[CH:27][C:18]=2[C:19]=1[C:20]1[CH:25]=[CH:24][C:23]([OH:26])=[CH:22][CH:21]=1)[C:9]1[CH:14]=[CH:13][CH:12]=[CH:11][CH:10]=1.C(N(CC)CC)C.C1C=CC(N([S:45]([C:48]([F:51])([F:50])[F:49])(=[O:47])=[O:46])[S:45]([C:48]([F:51])([F:50])[F:49])(=[O:47])=[O:46])=CC=1. The catalyst is C(Cl)Cl.O. The product is [CH2:8]([C:15]1[O:16][C:17]2[CH:30]=[CH:29][CH:28]=[CH:27][C:18]=2[C:19]=1[C:20]1[CH:25]=[CH:24][C:23]([O:26][S:45]([C:48]([F:51])([F:50])[F:49])(=[O:47])=[O:46])=[CH:22][CH:21]=1)[C:9]1[CH:10]=[CH:11][CH:12]=[CH:13][CH:14]=1. The yield is 0.900. (7) The yield is 0.490. The reactants are C[O:2][C:3](=[O:29])[C:4]1[CH:9]=[CH:8][C:7]([N:10]2[CH2:15][CH2:14][C:13]3[CH:16]=[C:17]([C:19]4[CH:24]=[CH:23][C:22]([Cl:25])=[CH:21][CH:20]=4)[S:18][C:12]=3[C:11]2=[O:26])=[CH:6][C:5]=1[O:27][CH3:28].[OH-].[Na+]. The catalyst is CO.O1CCCC1. The product is [Cl:25][C:22]1[CH:23]=[CH:24][C:19]([C:17]2[S:18][C:12]3[C:11](=[O:26])[N:10]([C:7]4[CH:8]=[CH:9][C:4]([C:3]([OH:29])=[O:2])=[C:5]([O:27][CH3:28])[CH:6]=4)[CH2:15][CH2:14][C:13]=3[CH:16]=2)=[CH:20][CH:21]=1. (8) The reactants are [O:1]1[CH2:3][CH:2]1[C:4]1[CH:9]=[CH:8][CH:7]=[CH:6][N+:5]=1[O-:10].[CH2:11]([NH:18][C@@H:19]([CH3:22])[CH2:20][OH:21])[C:12]1[CH:17]=[CH:16][CH:15]=[CH:14][CH:13]=1.C(=O)([O-])[O-].[K+].[K+]. The catalyst is C(O)C. The product is [CH2:11]([N:18]([C@@H:19]([CH3:22])[CH2:20][OH:21])[CH2:3][CH:2]([C:4]1[CH:9]=[CH:8][CH:7]=[CH:6][N+:5]=1[O-:10])[OH:1])[C:12]1[CH:17]=[CH:16][CH:15]=[CH:14][CH:13]=1. The yield is 0.220.